The task is: Predict the product of the given reaction.. This data is from Forward reaction prediction with 1.9M reactions from USPTO patents (1976-2016). (1) Given the reactants [C:1]12([CH:11]([OH:13])C)[CH2:10][CH:5]3[CH2:6][CH:7]([CH2:9][CH:3]([CH2:4]3)C1)[CH2:8]2.[Br:14][C:15]1[CH:20]=[CH:19][C:18]([S:21](Cl)(=[O:23])=[O:22])=[CH:17][CH:16]=1.C(N([CH2:30][CH3:31])CC)C, predict the reaction product. The product is: [Br:14][C:15]1[CH:20]=[CH:19][C:18]([S:21]([O:13][CH2:11][CH2:1][CH:10]2[CH:5]3[CH2:6][CH:7]4[CH2:9][CH:3]([CH2:30][CH:31]2[CH2:8]4)[CH2:4]3)(=[O:23])=[O:22])=[CH:17][CH:16]=1. (2) Given the reactants [CH3:1][C:2]1[N:3]=[CH:4][S:5][C:6]=1[CH3:7].CCCCCC.C([Li])CCC.CON(C)[C:22](=[O:24])[CH3:23], predict the reaction product. The product is: [CH3:1][C:2]1[N:3]=[C:4]([C:22](=[O:24])[CH3:23])[S:5][C:6]=1[CH3:7]. (3) Given the reactants Br[C:2]1[C:10]2[N:9]3[CH2:11][CH2:12][CH2:13][NH:14][C:15](=[O:16])[C:8]3=[CH:7][C:6]=2[CH:5]=[C:4]([F:17])[CH:3]=1.[C:18]1(B(O)O)[CH:23]=[CH:22][CH:21]=[CH:20][CH:19]=1, predict the reaction product. The product is: [F:17][C:4]1[CH:3]=[C:2]([C:18]2[CH:23]=[CH:22][CH:21]=[CH:20][CH:19]=2)[C:10]2[N:9]3[CH2:11][CH2:12][CH2:13][NH:14][C:15](=[O:16])[C:8]3=[CH:7][C:6]=2[CH:5]=1. (4) The product is: [N+:11]([C:7]1[CH2:8][CH2:9][C:10]2[C:5](=[CH:4][CH:3]=[CH:2][CH:1]=2)[CH:6]=1)([O-:13])=[O:12]. Given the reactants [CH2:1]1[C:10]2[C:5](=[CH:6][CH:7]=[CH:8][CH:9]=2)[CH:4]=[CH:3][CH2:2]1.[N:11]([O-:13])=[O:12].[Na+].C(OC(C)C)(=O)C.II.C(OO)(=O)C.S(S([O-])=O)([O-])(=O)=O.[Na+].[Na+], predict the reaction product. (5) Given the reactants [Li][CH2:2]CCC.[Br:6][C:7]1[CH:15]=[C:14]2[C:10]([CH2:11][CH2:12][C:13]2=O)=[CH:9][CH:8]=1, predict the reaction product. The product is: [Br:6][C:7]1[CH:15]=[C:14]2[C:10]([CH2:11][CH2:12][C:13]2=[CH2:2])=[CH:9][CH:8]=1. (6) Given the reactants [N+:1]([C:4]1[CH:5]=[N:6][NH:7][CH:8]=1)([O-:3])=[O:2].I[C:10]1[CH:15]=[CH:14][CH:13]=[CH:12][CH:11]=1.C(=O)([O-])[O-].[K+].[K+], predict the reaction product. The product is: [N+:1]([C:4]1[CH:5]=[N:6][N:7]([C:10]2[CH:15]=[CH:14][CH:13]=[CH:12][CH:11]=2)[CH:8]=1)([O-:3])=[O:2].